From a dataset of Catalyst prediction with 721,799 reactions and 888 catalyst types from USPTO. Predict which catalyst facilitates the given reaction. (1) Reactant: S(Cl)([Cl:3])=O.[CH3:5][C@H:6]1[CH2:11][CH2:10][C@H:9]([NH:12]C(C2C=NC3C(C=2Cl)=C(F)C=C(F)C=3)=O)[CH2:8][CH2:7]1. Product: [ClH:3].[CH3:5][C@H:6]1[CH2:11][CH2:10][C@H:9]([NH2:12])[CH2:8][CH2:7]1. The catalyst class is: 66. (2) Reactant: [NH2:1][C:2]1[C:3]([C:17]([NH2:19])=[O:18])=[CH:4][C:5]2[C:13]3[C:8](=[CH:9][CH:10]=[CH:11][CH:12]=3)[N:7]([CH2:14][CH3:15])[C:6]=2[N:16]=1.C=O.[C:22](O)(=O)C.C([BH3-])#N.[Na+]. Product: [CH2:14]([N:7]1[C:8]2[C:13](=[CH:12][CH:11]=[CH:10][CH:9]=2)[C:5]2[CH:4]=[C:3]([C:17]([NH2:19])=[O:18])[C:2]([NH:1][CH3:22])=[N:16][C:6]1=2)[CH3:15]. The catalyst class is: 5. (3) Reactant: C(NC(C)C)(C)C.C([Li])CCC.[CH2:13]([CH:15]([CH2:19][CH3:20])[CH2:16][C:17]#[N:18])[CH3:14].[C:21](OCC)(=[O:24])[CH2:22][CH3:23]. Product: [C:17]([CH:16]([CH:15]([CH2:19][CH3:20])[CH2:13][CH3:14])[C:21](=[O:24])[CH2:22][CH3:23])#[N:18]. The catalyst class is: 134. (4) Reactant: [C:1]1([CH3:7])[CH:6]=[CH:5][CH:4]=[CH:3][CH:2]=1.[CH3:8][S:9]([O:12][C@@H:13]([CH2:17][C:18]1[CH:23]=[CH:22][CH:21]=[CH:20][CH:19]=1)[C:14]([OH:16])=[O:15])(=[O:11])=[O:10]. Product: [CH3:8][S:9]([O:12][C@@H:13]([CH2:17][C:18]1[CH:23]=[CH:22][CH:21]=[CH:20][CH:19]=1)[C:14]([OH:16])=[O:15])(=[O:11])=[O:10].[OH:12][CH:13]([CH2:7][C:1]1[CH:6]=[CH:5][CH:4]=[CH:3][CH:2]=1)[C:14]([OH:16])=[O:15]. The catalyst class is: 310.